The task is: Predict the reactants needed to synthesize the given product.. This data is from Full USPTO retrosynthesis dataset with 1.9M reactions from patents (1976-2016). (1) The reactants are: C([O:8][C:9]1[CH:10]=[C:11]2[C:16](=[CH:17][CH:18]=1)[CH:15]([C:19]1[CH:24]=[CH:23][C:22]([O:25][CH2:26][CH2:27][N:28]3[CH2:32][CH2:31][CH2:30][CH2:29]3)=[CH:21][CH:20]=1)[N:14]([C:33](=[O:38])[C:34]([CH3:37])([CH3:36])[CH3:35])[CH2:13][CH2:12]2)C1C=CC=CC=1.C([O-])=O.[NH4+]. Given the product [OH:8][C:9]1[CH:10]=[C:11]2[C:16](=[CH:17][CH:18]=1)[CH:15]([C:19]1[CH:20]=[CH:21][C:22]([O:25][CH2:26][CH2:27][N:28]3[CH2:32][CH2:31][CH2:30][CH2:29]3)=[CH:23][CH:24]=1)[N:14]([C:33](=[O:38])[C:34]([CH3:36])([CH3:35])[CH3:37])[CH2:13][CH2:12]2, predict the reactants needed to synthesize it. (2) Given the product [Cl:1][C:2]1[C:10]([Cl:11])=[CH:9][CH:8]=[CH:7][C:3]=1[C:4]([NH:21][CH2:20][CH:19]([C:16]1[CH:17]=[N:18][C:13]([Cl:12])=[CH:14][CH:15]=1)[N:22]1[CH2:27][CH2:26][O:25][CH2:24][CH2:23]1)=[O:6], predict the reactants needed to synthesize it. The reactants are: [Cl:1][C:2]1[C:10]([Cl:11])=[CH:9][CH:8]=[CH:7][C:3]=1[C:4]([OH:6])=O.[Cl:12][C:13]1[N:18]=[CH:17][C:16]([CH:19]([N:22]2[CH2:27][CH2:26][O:25][CH2:24][CH2:23]2)[CH2:20][NH2:21])=[CH:15][CH:14]=1. (3) The reactants are: CN(C(ON1N=NC2C=CC=CC1=2)=[N+](C)C)C.[B-](F)(F)(F)F.[NH2:23][C:24]1[N:25]=[C:26]2[CH:31]=[CH:30][C:29]([C:32]([F:35])([F:34])[F:33])=[N:28][N:27]2[C:36]=1[C:37]([OH:39])=O.CCN(C(C)C)C(C)C.[CH3:49][N:50]1[CH2:55][CH2:54][CH:53]([O:56][C:57]2[CH:62]=[CH:61][N:60]=[CH:59][C:58]=2[NH2:63])[CH2:52][CH2:51]1. Given the product [NH2:23][C:24]1[N:25]=[C:26]2[CH:31]=[CH:30][C:29]([C:32]([F:33])([F:34])[F:35])=[N:28][N:27]2[C:36]=1[C:37]([NH:63][C:58]1[CH:59]=[N:60][CH:61]=[CH:62][C:57]=1[O:56][CH:53]1[CH2:54][CH2:55][N:50]([CH3:49])[CH2:51][CH2:52]1)=[O:39], predict the reactants needed to synthesize it. (4) Given the product [Br:10][C:9]1[N:5]([CH:1]([CH2:3][CH3:4])[CH3:2])[CH:6]=[N:7][CH:8]=1, predict the reactants needed to synthesize it. The reactants are: [CH:1]([N:5]1[CH:9]=[CH:8][N:7]=[CH:6]1)([CH2:3][CH3:4])[CH3:2].[Br:10]N1C(C)(C)C(=O)N(Br)C1=O.[O-]S([O-])=O.[Na+].[Na+].